Dataset: Forward reaction prediction with 1.9M reactions from USPTO patents (1976-2016). Task: Predict the product of the given reaction. (1) The product is: [CH:15]1([CH2:14][CH2:13][CH2:12][C:11]([NH:10][C@@H:9]2[C@H:5]3[O:4][CH2:3][C@H:2]([NH:1][C:25]([CH:22]4[CH2:24][CH2:23]4)=[O:26])[C@H:6]3[O:7][CH2:8]2)=[O:21])[CH2:20][CH2:19][CH2:18][CH2:17][CH2:16]1. Given the reactants [NH2:1][C@@H:2]1[C@H:6]2[O:7][CH2:8][C@H:9]([NH:10][C:11](=[O:21])[CH2:12][CH2:13][CH2:14][CH:15]3[CH2:20][CH2:19][CH2:18][CH2:17][CH2:16]3)[C@H:5]2[O:4][CH2:3]1.[CH:22]1([C:25](O)=[O:26])[CH2:24][CH2:23]1.ON1C2C=CC=CC=2N=N1.Cl.C(N=C=NCCCN(C)C)C, predict the reaction product. (2) The product is: [CH2:19]([O:26][C:9]1[C:10]([F:17])=[CH:11][C:12]([N+:14]([O-:16])=[O:15])=[CH:13][C:8]=1[F:7])[C:20]1[CH:25]=[CH:24][CH:23]=[CH:22][CH:21]=1. Given the reactants C(=O)([O-])[O-].[K+].[K+].[F:7][C:8]1[CH:13]=[C:12]([N+:14]([O-:16])=[O:15])[CH:11]=[C:10]([F:17])[C:9]=1F.[CH2:19]([OH:26])[C:20]1[CH:25]=[CH:24][CH:23]=[CH:22][CH:21]=1, predict the reaction product. (3) Given the reactants [NH2:1][CH2:2][CH2:3][NH:4][C:5]([C:7]1[S:23][C:10]2=[CH:11][N:12]=[CH:13][C:14]([O:15][C:16]3[CH:21]=[CH:20][C:19]([Cl:22])=[CH:18][CH:17]=3)=[C:9]2[CH:8]=1)=O.[O-2].[Ca+2], predict the reaction product. The product is: [Cl:22][C:19]1[CH:20]=[CH:21][C:16]([O:15][C:14]2[CH:13]=[N:12][CH:11]=[C:10]3[S:23][C:7]([C:5]4[NH:4][CH2:3][CH2:2][N:1]=4)=[CH:8][C:9]=23)=[CH:17][CH:18]=1. (4) The product is: [CH3:17][O:18][C:19]1[CH:28]=[CH:27][C:26]2[C:21](=[CH:22][CH:23]=[C:24]([C:29]3[CH:34]=[CH:33][CH:32]=[C:31]([O:35][CH3:36])[CH:30]=3)[CH:25]=2)[C:20]=1[C:2]1[CH:3]=[C:4]([S:8]([NH:11][C:12]2[S:13][CH:14]=[CH:15][N:16]=2)(=[O:10])=[O:9])[CH:5]=[CH:6][CH:7]=1. Given the reactants Br[C:2]1[CH:3]=[C:4]([S:8]([NH:11][C:12]2[S:13][CH:14]=[CH:15][N:16]=2)(=[O:10])=[O:9])[CH:5]=[CH:6][CH:7]=1.[CH3:17][O:18][C:19]1[CH:28]=[CH:27][C:26]2[C:21](=[CH:22][CH:23]=[C:24]([C:29]3[CH:34]=[CH:33][CH:32]=[C:31]([O:35][CH3:36])[CH:30]=3)[CH:25]=2)[C:20]=1OB(O)O, predict the reaction product. (5) Given the reactants [Cl:1][C:2]1[CH:7]=[CH:6][C:5]([N+:8]([O-])=O)=[CH:4][C:3]=1[C:11]1[NH:12][C:13]([C:16]2[CH:21]=[CH:20][CH:19]=[CH:18][CH:17]=2)=[CH:14][N:15]=1.O.O.Cl[Sn]Cl, predict the reaction product. The product is: [Cl:1][C:2]1[CH:7]=[CH:6][C:5]([NH2:8])=[CH:4][C:3]=1[C:11]1[NH:12][C:13]([C:16]2[CH:21]=[CH:20][CH:19]=[CH:18][CH:17]=2)=[CH:14][N:15]=1. (6) Given the reactants Cl.Cl.Cl.[O:4]1[C:8]2=[C:9]([N:13]3[CH2:18][CH2:17][N:16]([CH2:19][CH2:20][C@H:21]4[CH2:26][CH2:25][C@H:24]([NH2:27])[CH2:23][CH2:22]4)[CH2:15][CH2:14]3)[N:10]=[CH:11][CH:12]=[C:7]2[CH2:6][CH2:5]1.[CH:28]1([C:31](O)=[O:32])[CH2:30][CH2:29]1, predict the reaction product. The product is: [O:4]1[C:8]2=[C:9]([N:13]3[CH2:18][CH2:17][N:16]([CH2:19][CH2:20][C@H:21]4[CH2:26][CH2:25][C@H:24]([NH:27][C:31]([CH:28]5[CH2:30][CH2:29]5)=[O:32])[CH2:23][CH2:22]4)[CH2:15][CH2:14]3)[N:10]=[CH:11][CH:12]=[C:7]2[CH2:6][CH2:5]1.